This data is from Peptide-MHC class I binding affinity with 185,985 pairs from IEDB/IMGT. The task is: Regression. Given a peptide amino acid sequence and an MHC pseudo amino acid sequence, predict their binding affinity value. This is MHC class I binding data. The peptide sequence is KPVIVPDIKL. The MHC is HLA-B53:01 with pseudo-sequence HLA-B53:01. The binding affinity (normalized) is 0.209.